From a dataset of Reaction yield outcomes from USPTO patents with 853,638 reactions. Predict the reaction yield, written as a fraction of the theoretical maximum amount of product (1.0 means a 100% yield; for example, 0.34 means a 34% yield). The reactants are [F:1][C:2]1[CH:3]=[C:4]2[C:13](=[CH:14][CH:15]=1)[C:12]1[CH:11]=[CH:10][CH:9]=[CH:8][C:7]=1[NH:6][C@H:5]2[CH3:16].[CH3:17][O:18][C:19]1[CH:24]=[CH:23][C:22]([S:25](Cl)(=[O:27])=[O:26])=[CH:21][CH:20]=1. No catalyst specified. The product is [F:1][C:2]1[CH:3]=[C:4]2[C:13](=[CH:14][CH:15]=1)[C:12]1[CH:11]=[CH:10][CH:9]=[CH:8][C:7]=1[N:6]([S:25]([C:22]1[CH:21]=[CH:20][C:19]([O:18][CH3:17])=[CH:24][CH:23]=1)(=[O:27])=[O:26])[C@H:5]2[CH3:16]. The yield is 0.393.